Dataset: Catalyst prediction with 721,799 reactions and 888 catalyst types from USPTO. Task: Predict which catalyst facilitates the given reaction. (1) Reactant: C(OC([N:8]1[CH2:13][CH2:12][N:11]2[C:14]([NH:17][S:18]([C:21]3[CH:26]=[CH:25][C:24]([NH:27][C@@H:28]([CH2:37][S:38][C:39]4[CH:44]=[CH:43][CH:42]=[CH:41][CH:40]=4)[CH2:29][CH2:30][N:31]4[CH2:36][CH2:35][O:34][CH2:33][CH2:32]4)=[C:23]([S:45]([C:48]([F:51])([F:50])[F:49])(=[O:47])=[O:46])[CH:22]=3)(=[O:20])=[O:19])=[N:15][N:16]=[C:10]2[CH2:9]1)=O)(C)(C)C.FC(F)(F)C(O)=O. Product: [N:31]1([CH2:30][CH2:29][C@@H:28]([NH:27][C:24]2[CH:25]=[CH:26][C:21]([S:18]([NH:17][C:14]3[N:11]4[CH2:12][CH2:13][NH:8][CH2:9][CH:10]4[NH:16][N:15]=3)(=[O:19])=[O:20])=[CH:22][C:23]=2[S:45]([C:48]([F:50])([F:51])[F:49])(=[O:47])=[O:46])[CH2:37][S:38][C:39]2[CH:40]=[CH:41][CH:42]=[CH:43][CH:44]=2)[CH2:36][CH2:35][O:34][CH2:33][CH2:32]1. The catalyst class is: 4. (2) Reactant: [CH3:1][S:2]([C:5]1[CH:10]=[CH:9][C:8]([C:11]2[CH:12]=[C:13]([N+:25]([O-:27])=[O:26])[C:14]([O:17][CH2:18][CH:19]3[CH2:24][CH2:23][NH:22][CH2:21][CH2:20]3)=[N:15][CH:16]=2)=[CH:7][CH:6]=1)(=[O:4])=[O:3].[CH:28]1([CH2:34][C:35](O)=[O:36])[CH2:33][CH2:32][CH2:31][CH2:30][CH2:29]1.CN(C=O)C.CN(C(ON1N=NC2C=CC=CC1=2)=[N+](C)C)C.[B-](F)(F)(F)F. Product: [CH:28]1([CH2:34][C:35]([N:22]2[CH2:21][CH2:20][CH:19]([CH2:18][O:17][C:14]3[C:13]([N+:25]([O-:27])=[O:26])=[CH:12][C:11]([C:8]4[CH:9]=[CH:10][C:5]([S:2]([CH3:1])(=[O:4])=[O:3])=[CH:6][CH:7]=4)=[CH:16][N:15]=3)[CH2:24][CH2:23]2)=[O:36])[CH2:33][CH2:32][CH2:31][CH2:30][CH2:29]1. The catalyst class is: 424.